Dataset: Catalyst prediction with 721,799 reactions and 888 catalyst types from USPTO. Task: Predict which catalyst facilitates the given reaction. Reactant: [CH:1]([CH:4]1[C:9](=[O:10])[NH:8][C:7]2[CH:11]=[CH:12][CH:13]=[CH:14][C:6]=2[S:5]1)([CH3:3])[CH3:2].C(=O)([O-])[O-].[K+].[K+].[C:21]([O:25][CH3:26])(=[O:24])[CH:22]=[CH2:23].Cl. Product: [CH3:26][O:25][C:21](=[O:24])[CH2:22][CH2:23][N:8]1[C:7]2[CH:11]=[CH:12][CH:13]=[CH:14][C:6]=2[S:5][CH:4]([CH:1]([CH3:3])[CH3:2])[C:9]1=[O:10]. The catalyst class is: 9.